This data is from Aqueous solubility values for 9,982 compounds from the AqSolDB database. The task is: Regression/Classification. Given a drug SMILES string, predict its absorption, distribution, metabolism, or excretion properties. Task type varies by dataset: regression for continuous measurements (e.g., permeability, clearance, half-life) or binary classification for categorical outcomes (e.g., BBB penetration, CYP inhibition). For this dataset (solubility_aqsoldb), we predict Y. (1) The drug is S=C=Nc1cccc(N=C=S)c1. The Y is -4.70 log mol/L. (2) The compound is CCOC1=CC(=O)C2(Oc3c(Cl)c(OC)cc(OC)c3C2=O)C(C)C1. The Y is -4.60 log mol/L. (3) The compound is O=C(Nc1cccc2c(=O)c3c(ccc4c5cc(NC(=O)c6ccccc6)c6c(=O)c7ccccc7c(=O)c6c5[nH]c43)c(=O)c12)c1ccccc1. The Y is -5.65 log mol/L.